Dataset: Forward reaction prediction with 1.9M reactions from USPTO patents (1976-2016). Task: Predict the product of the given reaction. (1) Given the reactants [N+:1]([C:4]1[CH:9]=[CH:8][CH:7]=[CH:6][C:5]=1[C:10]1[S:11][CH:12]=[N:13][N:14]=1)([O-:3])=[O:2].C(NN[C:19](=O)[C:20]1[CH:25]=CC=C[C:21]=1[N+]([O-])=O)=O, predict the reaction product. The product is: [CH2:19]([C:12]1[S:11][C:10]([C:5]2[CH:6]=[CH:7][CH:8]=[CH:9][C:4]=2[N+:1]([O-:3])=[O:2])=[N:14][N:13]=1)[CH:20]([CH3:25])[CH3:21]. (2) Given the reactants Br[C:2]1[N:7]2[CH:8]=[C:9]([CH2:11][OH:12])[N:10]=[C:6]2[C:5]([N:13]2[CH2:18][CH2:17][O:16][CH2:15][CH2:14]2)=[N:4][CH:3]=1.CC1(C)C(C)(C)OB([C:27]2[CH:28]=[CH:29][C:30]([C:33]#[N:34])=[N:31][CH:32]=2)O1.C([O-])([O-])=O.[Cs+].[Cs+], predict the reaction product. The product is: [OH:12][CH2:11][C:9]1[N:10]=[C:6]2[C:5]([N:13]3[CH2:18][CH2:17][O:16][CH2:15][CH2:14]3)=[N:4][CH:3]=[C:2]([C:27]3[CH:28]=[CH:29][C:30]([C:33]#[N:34])=[N:31][CH:32]=3)[N:7]2[CH:8]=1. (3) Given the reactants [Cl:1][C:2]1[N:7]=[C:6](Cl)[C:5]([N+:9]([O-:11])=[O:10])=[C:4](Cl)[N:3]=1.[CH3:13][C:14]1[NH:18][N:17]=[C:16]([NH2:19])[CH:15]=1.[CH3:20][O-:21].[Na+], predict the reaction product. The product is: [Cl:1][C:2]1[N:7]=[C:6]([NH:19][C:16]2[CH:15]=[C:14]([CH3:13])[NH:18][N:17]=2)[C:5]([N+:9]([O-:11])=[O:10])=[C:4]([O:21][CH3:20])[N:3]=1. (4) The product is: [OH:26][C:23]([CH3:24])([CH3:25])[CH2:22][CH2:21][O:20][C:4]1[CH:3]=[C:2]([C:33]2[CH:32]=[N:31][N:30]([CH2:29][C:28]([OH:45])([CH3:44])[CH3:27])[CH:34]=2)[C:14]2[C:13]3[C:8](=[CH:9][CH:10]=[CH:11][CH:12]=3)[C@@:7]([C:16]([F:18])([F:19])[F:17])([OH:15])[C:6]=2[CH:5]=1. Given the reactants Cl[C:2]1[C:14]2[C:13]3[C:8](=[CH:9][CH:10]=[CH:11][CH:12]=3)[C@@:7]([C:16]([F:19])([F:18])[F:17])([OH:15])[C:6]=2[CH:5]=[C:4]([O:20][CH2:21][CH2:22][C:23]([OH:26])([CH3:25])[CH3:24])[CH:3]=1.[CH3:27][C:28]([OH:45])([CH3:44])[CH2:29][N:30]1[CH:34]=[C:33](B2OC(C)(C)C(C)(C)O2)[CH:32]=[N:31]1.COC1C=CC=C(OC)C=1C1C=CC=CC=1P(C1CCCCC1)C1CCCCC1.C(=O)([O-])O.[Na+], predict the reaction product. (5) Given the reactants Cl[S:2]([C:5]1[S:6][C:7]([C:10]2[CH:11]=[C:12]([CH3:16])[CH:13]=[CH:14][CH:15]=2)=[CH:8][CH:9]=1)(=[O:4])=[O:3].[NH2:17][C:18]1[O:22][N:21]=[C:20]([CH3:23])[C:19]=1[Br:24], predict the reaction product. The product is: [Br:24][C:19]1[C:20]([CH3:23])=[N:21][O:22][C:18]=1[NH:17][S:2]([C:5]1[S:6][C:7]([C:10]2[CH:11]=[C:12]([CH3:16])[CH:13]=[CH:14][CH:15]=2)=[CH:8][CH:9]=1)(=[O:4])=[O:3].[NH4+:17].[OH-:3]. (6) Given the reactants [F:1][C:2]1[CH:7]=[CH:6][C:5]([F:8])=[CH:4][C:3]=1[C:9]1[N:13]=[C:12]([C@H:14]([NH:19][CH2:20][C@H:21]2[C@@H:25]([F:26])[CH2:24][N:23]([C:27]([O:29][CH2:30][C:31]3[CH:36]=[CH:35][CH:34]=[CH:33][CH:32]=3)=[O:28])[CH2:22]2)[C:15]([CH3:18])([CH3:17])[CH3:16])[N:11]([CH2:37][C:38]2[CH:43]=[CH:42][CH:41]=[C:40]([F:44])[CH:39]=2)[N:10]=1.C(N(CC)CC)C.C(Cl)(Cl)=[O:53].C1(C)C=CC=CC=1.C(N1C([C@H:75]([N:80]([CH2:84][C@H:85]2[C@@H:89](F)CN(C(OCC3C=CC=CC=3)=O)C2)[C:81](Cl)=[O:82])[C:76](C)(C)[CH3:77])=NC(C2C=C(F)C=CC=2F)=N1)C1C=CC=CC=1.CC1OC(C)CNC1, predict the reaction product. The product is: [F:1][C:2]1[CH:7]=[CH:6][C:5]([F:8])=[CH:4][C:3]=1[C:9]1[N:13]=[C:12]([C@H:14]([N:19]([CH2:20][C@H:21]2[C@@H:25]([F:26])[CH2:24][N:23]([C:27]([O:29][CH2:30][C:31]3[CH:36]=[CH:35][CH:34]=[CH:33][CH:32]=3)=[O:28])[CH2:22]2)[C:81]([N:80]2[CH2:84][C@@H:85]([CH3:89])[O:53][C@@H:76]([CH3:77])[CH2:75]2)=[O:82])[C:15]([CH3:18])([CH3:16])[CH3:17])[N:11]([CH2:37][C:38]2[CH:43]=[CH:42][CH:41]=[C:40]([F:44])[CH:39]=2)[N:10]=1. (7) Given the reactants Cl.[NH2:2][C:3]1[C:4]2[C:14]([O:15][CH2:16][C:17]3([NH2:22])[CH2:21][CH2:20][CH2:19][CH2:18]3)=[CH:13][CH:12]=[CH:11][C:5]=2[NH:6][S:7](=[O:10])(=[O:9])[N:8]=1.[CH3:23][N:24]([CH3:34])[C:25]1[CH:26]=[C:27]([CH:31]=[CH:32][N:33]=1)[C:28](O)=[O:29], predict the reaction product. The product is: [NH2:2][C:3]1[C:4]2[C:14]([O:15][CH2:16][C:17]3([NH:22][C:28](=[O:29])[C:27]4[CH:31]=[CH:32][N:33]=[C:25]([N:24]([CH3:23])[CH3:34])[CH:26]=4)[CH2:21][CH2:20][CH2:19][CH2:18]3)=[CH:13][CH:12]=[CH:11][C:5]=2[NH:6][S:7](=[O:10])(=[O:9])[N:8]=1. (8) Given the reactants [Cl:1][C:2]1[CH:7]=[CH:6][C:5]([NH:8][C:9](=O)OC(C)(C)C)=[C:4]([CH3:16])[CH:3]=1.[CH:17]([Li])([CH2:19][CH3:20])[CH3:18].CON(C)C(=O)C(C)CC.Cl, predict the reaction product. The product is: [Cl:1][C:2]1[CH:3]=[C:4]2[C:5](=[CH:6][CH:7]=1)[NH:8][C:9]([CH:17]([CH3:18])[CH2:19][CH3:20])=[CH:16]2.